This data is from Forward reaction prediction with 1.9M reactions from USPTO patents (1976-2016). The task is: Predict the product of the given reaction. (1) Given the reactants [F:1][C:2]1[CH:7]=[CH:6][C:5]([CH3:8])=[CH:4][C:3]=1[CH2:9][NH2:10].C(N(C(C)C)CC)(C)C.[C:20]1([CH:26]([CH2:30][CH3:31])[C:27](Cl)=[O:28])[CH:25]=[CH:24][CH:23]=[CH:22][CH:21]=1, predict the reaction product. The product is: [F:1][C:2]1[CH:7]=[CH:6][C:5]([CH3:8])=[CH:4][C:3]=1[CH2:9][NH:10][C:27](=[O:28])[CH:26]([C:20]1[CH:25]=[CH:24][CH:23]=[CH:22][CH:21]=1)[CH2:30][CH3:31]. (2) Given the reactants Cl.C([O:6][C:7](=[O:35])[CH2:8][N:9]([S:17]([C:20]1[CH:29]=[C:28]2[C:23]([C:24]([Cl:34])=[CH:25][N:26]=[C:27]2[NH:30][C:31]([NH2:33])=[NH:32])=[CH:22][CH:21]=1)(=[O:19])=[O:18])[CH2:10][CH:11]1[CH2:16][CH2:15][CH2:14][CH2:13][CH2:12]1)(C)(C)C, predict the reaction product. The product is: [ClH:34].[Cl:34][C:24]1[C:23]2[C:28](=[CH:29][C:20]([S:17]([N:9]([CH2:10][CH:11]3[CH2:16][CH2:15][CH2:14][CH2:13][CH2:12]3)[CH2:8][C:7]([OH:35])=[O:6])(=[O:18])=[O:19])=[CH:21][CH:22]=2)[C:27]([NH:30][C:31]([NH2:33])=[NH:32])=[N:26][CH:25]=1. (3) The product is: [Cl:42][C:43]1[CH:44]=[C:45]([S:49]([NH:52][C:26](=[O:27])/[C:25](/[CH3:29])=[CH:24]/[C:14]2[CH:15]=[CH:16][C:17]([O:19][CH2:20][CH2:21][O:22][CH3:23])=[CH:18][C:13]=2[O:12][C:3]2[C:2]([Cl:1])=[CH:7][C:6]([C:8]([F:9])([F:11])[F:10])=[CH:5][N:4]=2)(=[O:50])=[O:51])[CH:46]=[CH:47][CH:48]=1. Given the reactants [Cl:1][C:2]1[C:3]([O:12][C:13]2[CH:18]=[C:17]([O:19][CH2:20][CH2:21][O:22][CH3:23])[CH:16]=[CH:15][C:14]=2/[CH:24]=[C:25](\[CH3:29])/[C:26](O)=[O:27])=[N:4][CH:5]=[C:6]([C:8]([F:11])([F:10])[F:9])[CH:7]=1.Cl.C(N=C=NCCCN(C)C)C.[Cl:42][C:43]1[CH:44]=[C:45]([S:49]([NH2:52])(=[O:51])=[O:50])[CH:46]=[CH:47][CH:48]=1.Cl, predict the reaction product.